From a dataset of Full USPTO retrosynthesis dataset with 1.9M reactions from patents (1976-2016). Predict the reactants needed to synthesize the given product. (1) Given the product [C:12]1([S:16]([C:19]2[CH:20]=[C:21]3[C:26](=[CH:27][CH:28]=2)[C:25](=[O:29])[CH2:24][CH2:23][CH2:22]3)(=[O:18])=[O:17])[CH:11]=[CH:10][CH:15]=[CH:14][CH:13]=1, predict the reactants needed to synthesize it. The reactants are: FC1C=C(S)C=CC=1.F[C:10]1[CH:11]=[C:12]([S:16]([C:19]2[CH:20]=[C:21]3[C:26](=[CH:27][CH:28]=2)[C:25](=[O:29])[CH2:24][CH2:23][CH2:22]3)(=[O:18])=[O:17])[CH:13]=[CH:14][CH:15]=1. (2) Given the product [NH2:11][C@H:12]1[CH2:17][CH2:16][C@@H:15]([O:18][CH3:19])[CH2:14][C@H:13]1[CH2:20][NH:21][C:22](=[O:28])[O:23][C:24]([CH3:26])([CH3:25])[CH3:27], predict the reactants needed to synthesize it. The reactants are: C(OC([NH:11][C@H:12]1[CH2:17][CH2:16][C@@H:15]([O:18][CH3:19])[CH2:14][C@H:13]1[CH2:20][NH:21][C:22](=[O:28])[O:23][C:24]([CH3:27])([CH3:26])[CH3:25])=O)C1C=CC=CC=1.[H][H].